Predict the reaction yield, written as a fraction of the theoretical maximum amount of product (1.0 means a 100% yield; for example, 0.34 means a 34% yield). From a dataset of Reaction yield outcomes from USPTO patents with 853,638 reactions. (1) The reactants are [C:1]1([S:7]([NH2:10])(=[O:9])=[O:8])[CH:6]=[CH:5][CH:4]=[CH:3][CH:2]=1.Cl.CN(C)CCCN=C=NCC.[CH3:23][O:24][C:25]1[CH:30]=[CH:29][C:28]([C:31]2[C:39]3[C:34](=[CH:35][CH:36]=[CH:37][CH:38]=3)[N:33]([CH2:40][C:41]3[CH:46]=[CH:45][CH:44]=[C:43]([C:47]([F:50])([F:49])[F:48])[CH:42]=3)[C:32]=2[C:51](O)=[O:52])=[CH:27][CH:26]=1. The catalyst is CN(C)C1C=CN=CC=1.ClCCl. The product is [CH3:23][O:24][C:25]1[CH:30]=[CH:29][C:28]([C:31]2[C:39]3[C:34](=[CH:35][CH:36]=[CH:37][CH:38]=3)[N:33]([CH2:40][C:41]3[CH:46]=[CH:45][CH:44]=[C:43]([C:47]([F:48])([F:49])[F:50])[CH:42]=3)[C:32]=2[C:51]([NH:10][S:7]([C:1]2[CH:6]=[CH:5][CH:4]=[CH:3][CH:2]=2)(=[O:9])=[O:8])=[O:52])=[CH:27][CH:26]=1. The yield is 0.780. (2) The reactants are [C:1]([O:5][C:6]([NH:8][C@H:9]([CH2:16]OS(C1C=CC(C)=CC=1)(=O)=O)[CH2:10][CH2:11][C:12]([O:14][CH3:15])=[O:13])=[O:7])([CH3:4])([CH3:3])[CH3:2].[N-:28]=[N+:29]=[N-:30].[Na+]. The catalyst is CN(C=O)C. The product is [N:28]([CH2:16][C@@H:9]([NH:8][C:6]([O:5][C:1]([CH3:4])([CH3:3])[CH3:2])=[O:7])[CH2:10][CH2:11][C:12]([O:14][CH3:15])=[O:13])=[N+:29]=[N-:30]. The yield is 0.800. (3) The reactants are [I:1][C:2]1[CH:7]=[CH:6][C:5]([C:8]2[CH:16]=[CH:15][CH:14]=[CH:13][C:9]=2[C:10](O)=[O:11])=[CH:4][CH:3]=1.C[N:18](C)C=O.S(Cl)(Cl)=O.[OH-].[NH4+]. The catalyst is O.O1CCCC1.ClCCl. The product is [I:1][C:2]1[CH:7]=[CH:6][C:5]([C:8]2[CH:16]=[CH:15][CH:14]=[CH:13][C:9]=2[C:10]([NH2:18])=[O:11])=[CH:4][CH:3]=1. The yield is 0.811. (4) The reactants are [NH:1]1[C:9]2[C:4](=[CH:5][CH:6]=[CH:7][CH:8]=2)[CH:3]=[C:2]1[C:10]([OH:12])=O.C1N=CN(C(N2C=NC=C2)=O)C=1.[C:25]([O:29][C:30]([N:32]1[CH2:37][CH2:36][CH2:35][C@@H:34]2[CH2:38][NH:39][CH2:40][C@H:33]12)=[O:31])([CH3:28])([CH3:27])[CH3:26]. The catalyst is C1COCC1. The product is [C:25]([O:29][C:30]([N:32]1[CH2:37][CH2:36][CH2:35][CH:34]2[CH2:38][N:39]([C:10]([C:2]3[NH:1][C:9]4[C:4]([CH:3]=3)=[CH:5][CH:6]=[CH:7][CH:8]=4)=[O:12])[CH2:40][CH:33]12)=[O:31])([CH3:28])([CH3:26])[CH3:27]. The yield is 0.440. (5) The catalyst is ClCCl. The product is [C:27]([O:25][C:24]([C:14]1[S:15][C:16]([C:18]2[CH:23]=[CH:22][CH:21]=[CH:20][CH:19]=2)=[CH:17][C:13]=1[I:12])=[O:26])([CH3:30])([CH3:29])[CH3:28]. The yield is 0.440. The reactants are S([O-])([O-])(=O)=O.[Mg+2].OS(O)(=O)=O.[I:12][C:13]1[CH:17]=[C:16]([C:18]2[CH:23]=[CH:22][CH:21]=[CH:20][CH:19]=2)[S:15][C:14]=1[C:24]([OH:26])=[O:25].[C:27](O)([CH3:30])([CH3:29])[CH3:28].C(=O)(O)[O-]. (6) The reactants are [F:1][C:2]1[CH:11]=[C:10]2[C:5]([C:6](=[O:16])[C:7]([S:13]([CH3:15])=O)=[CH:8][N:9]2[CH3:12])=[CH:4][CH:3]=1.S(Cl)([Cl:19])=O.N1C=CC=CC=1.C(=O)=O. The catalyst is CC(C)=O. The product is [Cl:19][CH2:15][S:13][C:7]1[C:6](=[O:16])[C:5]2[C:10](=[CH:11][C:2]([F:1])=[CH:3][CH:4]=2)[N:9]([CH3:12])[CH:8]=1. The yield is 0.740. (7) No catalyst specified. The yield is 0.0600. The reactants are F[C:2]1[N:7]=[C:6]([N:8]2[C:16]3[CH:15]=[C:14]([C:17]4[CH:18]=[N:19][CH:20]=[C:21]([CH:23]5[CH2:26][O:25][CH2:24]5)[CH:22]=4)[N:13]=[CH:12][C:11]=3[CH:10]=[N:9]2)[CH:5]=[CH:4][CH:3]=1.[NH:27]1[CH2:33][CH:32]([OH:34])[CH2:31][NH:30][CH2:29][CH2:28]1. The product is [O:25]1[CH2:26][CH:23]([C:21]2[CH:22]=[C:17]([C:14]3[N:13]=[CH:12][C:11]4[CH:10]=[N:9][N:8]([C:6]5[N:7]=[C:2]([N:27]6[CH2:33][CH:32]([OH:34])[CH2:31][NH:30][CH2:29][CH2:28]6)[CH:3]=[CH:4][CH:5]=5)[C:16]=4[CH:15]=3)[CH:18]=[N:19][CH:20]=2)[CH2:24]1.